From a dataset of Catalyst prediction with 721,799 reactions and 888 catalyst types from USPTO. Predict which catalyst facilitates the given reaction. (1) Reactant: [N:1]1[C:5]2[CH:6]=[CH:7][CH:8]=[CH:9][C:4]=2[NH:3][C:2]=1[CH2:10][C:11]#[N:12].[N:13]([O-])=[O:14].[Na+]. Product: [NH:1]1[C:5]2[CH:6]=[CH:7][CH:8]=[CH:9][C:4]=2[N:3]=[C:2]1[C:10](=[N:13][OH:14])[C:11]#[N:12]. The catalyst class is: 86. (2) Reactant: [C:1]([N:6]1[CH2:11][CH2:10][N:9]([C:12]([C:14]2[CH:15]=[C:16]([CH:20]3[C:29](=O)[C:28]4[C:27]([C:31](OC)=[O:32])=[CH:26][CH:25]=[CH:24][C:23]=4[NH:22][CH:21]3[C:35]3[CH:40]=[CH:39][CH:38]=[CH:37][CH:36]=3)[CH:17]=[CH:18][CH:19]=2)=[O:13])[CH2:8][CH2:7]1)(=O)[CH:2]([CH3:4])[CH3:3].[OH2:41].[NH2:42][NH2:43]. Product: [C:1]([N:6]1[CH2:7][CH2:8][N:9]([C:12]([C:14]2[CH:15]=[C:16]([CH:20]3[C:29]4=[N:42][NH:43][C:31](=[O:32])[C:27]5[CH:26]=[CH:25][CH:24]=[C:23]([C:28]=54)[NH:22][CH:21]3[C:35]3[CH:40]=[CH:39][CH:38]=[CH:37][CH:36]=3)[CH:17]=[CH:18][CH:19]=2)=[O:13])[CH2:10][CH2:11]1)(=[O:41])[CH:2]([CH3:4])[CH3:3]. The catalyst class is: 5.